This data is from NCI-60 drug combinations with 297,098 pairs across 59 cell lines. The task is: Regression. Given two drug SMILES strings and cell line genomic features, predict the synergy score measuring deviation from expected non-interaction effect. (1) Drug 1: CCN(CC)CCCC(C)NC1=C2C=C(C=CC2=NC3=C1C=CC(=C3)Cl)OC. Drug 2: C1CC(=O)NC(=O)C1N2C(=O)C3=CC=CC=C3C2=O. Cell line: A498. Synergy scores: CSS=8.38, Synergy_ZIP=0.893, Synergy_Bliss=-0.695, Synergy_Loewe=-2.96, Synergy_HSA=1.47. (2) Drug 1: CCC(=C(C1=CC=CC=C1)C2=CC=C(C=C2)OCCN(C)C)C3=CC=CC=C3.C(C(=O)O)C(CC(=O)O)(C(=O)O)O. Drug 2: C1=CC=C(C(=C1)C(C2=CC=C(C=C2)Cl)C(Cl)Cl)Cl. Cell line: LOX IMVI. Synergy scores: CSS=34.0, Synergy_ZIP=8.49, Synergy_Bliss=6.83, Synergy_Loewe=-6.17, Synergy_HSA=5.03. (3) Drug 1: CC12CCC(CC1=CCC3C2CCC4(C3CC=C4C5=CN=CC=C5)C)O. Drug 2: CC1C(C(CC(O1)OC2CC(CC3=C2C(=C4C(=C3O)C(=O)C5=CC=CC=C5C4=O)O)(C(=O)C)O)N)O. Cell line: UO-31. Synergy scores: CSS=50.3, Synergy_ZIP=-4.47, Synergy_Bliss=-3.11, Synergy_Loewe=-13.0, Synergy_HSA=-0.903. (4) Drug 1: CCN(CC)CCNC(=O)C1=C(NC(=C1C)C=C2C3=C(C=CC(=C3)F)NC2=O)C. Drug 2: B(C(CC(C)C)NC(=O)C(CC1=CC=CC=C1)NC(=O)C2=NC=CN=C2)(O)O. Cell line: T-47D. Synergy scores: CSS=51.3, Synergy_ZIP=5.89, Synergy_Bliss=8.31, Synergy_Loewe=-30.3, Synergy_HSA=7.14.